The task is: Regression/Classification. Given a drug SMILES string, predict its absorption, distribution, metabolism, or excretion properties. Task type varies by dataset: regression for continuous measurements (e.g., permeability, clearance, half-life) or binary classification for categorical outcomes (e.g., BBB penetration, CYP inhibition). Dataset: cyp2c19_veith.. This data is from CYP2C19 inhibition data for predicting drug metabolism from PubChem BioAssay. (1) The compound is Cc1[nH]c2ccccc2c1C(c1ccccn1)N1CCC(C)CC1. The result is 1 (inhibitor). (2) The drug is Cc1cnc(CNc2ncncc2-c2cccc(NS(C)(=O)=O)c2)cn1. The result is 0 (non-inhibitor). (3) The result is 1 (inhibitor). The drug is CS(=O)(=O)N1CCN(c2ccc(C(=O)NC3C4CC5CC(C4)CC3C5)cc2[N+](=O)[O-])CC1. (4) The compound is Cc1oc(-c2cccc(Cl)c2)[n+]([O-])c1C.Cl. The result is 0 (non-inhibitor). (5) The molecule is CCN(CC)CCn1ncc2c(N)ncnc21. The result is 0 (non-inhibitor). (6) The compound is COc1cccc(/C=N/NC(=O)CO/N=C(\C)c2cccs2)c1OC. The result is 1 (inhibitor).